Dataset: Forward reaction prediction with 1.9M reactions from USPTO patents (1976-2016). Task: Predict the product of the given reaction. (1) The product is: [C:27]([C:2]1[N:3]=[C:4]([C:19]([NH:21][CH2:22][C:23]([OH:25])=[O:24])=[O:20])[C:5]([OH:18])=[C:6]2[C:10]([C:11]3[CH:16]=[CH:15][C:14]([F:17])=[CH:13][CH:12]=3)=[N:9][S:8][C:7]=12)#[N:29]. Given the reactants Br[C:2]1[N:3]=[C:4]([C:19]([NH:21][CH2:22][C:23]([OH:25])=[O:24])=[O:20])[C:5]([OH:18])=[C:6]2[C:10]([C:11]3[CH:16]=[CH:15][C:14]([F:17])=[CH:13][CH:12]=3)=[N:9][S:8][C:7]=12.C[C:27]([N:29](C)C)=O, predict the reaction product. (2) The product is: [CH:1]12[NH:11][C:9](=[O:10])[CH:5]([CH2:6][CH2:7][CH2:8]1)[CH2:4][CH2:3][CH2:2]2. Given the reactants [CH:1]12[C:9](=[O:10])[CH:5]([CH2:6][CH2:7][CH2:8]1)[CH2:4][CH2:3][CH2:2]2.[NH:11](S(O)(=O)=O)O, predict the reaction product.